This data is from Reaction yield outcomes from USPTO patents with 853,638 reactions. The task is: Predict the reaction yield, written as a fraction of the theoretical maximum amount of product (1.0 means a 100% yield; for example, 0.34 means a 34% yield). (1) The yield is 0.530. The product is [Cl:8][C:6]1[CH:7]=[C:2]([N:25]2[CH2:30][CH2:29][O:28][CH2:27][CH2:26]2)[C:3]2[N:4]([CH:11]=[C:12]([C:14]3[CH:19]=[CH:18][C:17]([N:20]4[CH2:24][CH2:23][CH2:22][CH2:21]4)=[CH:16][CH:15]=3)[N:9]=2)[N:5]=1. The reactants are Br[C:2]1[CH:7]=[C:6]([Cl:8])[N:5]=[N:4][C:3]=1[NH2:9].Br[CH2:11][C:12]([C:14]1[CH:19]=[CH:18][C:17]([N:20]2[CH2:24][CH2:23][CH2:22][CH2:21]2)=[CH:16][CH:15]=1)=O.[NH:25]1[CH2:30][CH2:29][O:28][CH2:27][CH2:26]1. The catalyst is C(O)C. (2) The reactants are [C:1]([C:3]1[NH:4][C:5]2[C:10]([CH:11]=1)=[CH:9][CH:8]=[CH:7][C:6]=2[NH:12][S:13]([C:16]1[S:17][CH:18]=[CH:19][CH:20]=1)(=[O:15])=[O:14])#[N:2].Cl.ON.C([N:26]([CH2:29]C)CC)C.[O:31]1CCCC1. The catalyst is O.CO. The product is [O:31]1[CH:29]=[N:26][C:1]([C:3]2[NH:4][C:5]3[C:10]([CH:11]=2)=[CH:9][CH:8]=[CH:7][C:6]=3[NH:12][S:13]([C:16]2[S:17][CH:18]=[CH:19][CH:20]=2)(=[O:14])=[O:15])=[N:2]1. The yield is 0.330. (3) The product is [CH3:6][O:7][C:9]1[CH:15]([N:14]2[C:10](=[O:27])[C:11]3[C:12](=[CH:23][CH:24]=[CH:25][CH:26]=3)[C:13]2=[O:22])[CH2:20][CH2:19][CH2:18][N:17]=1. The yield is 0.990. The catalyst is ClCCl. The reactants are F[B-](F)(F)F.[CH3:6][O+:7]([CH3:9])C.[C:10]1(=[O:27])[N:14]([CH:15]2[CH2:20][CH2:19][CH2:18][NH:17]C2=O)[C:13](=[O:22])[C:12]2=[CH:23][CH:24]=[CH:25][CH:26]=[C:11]12.C(=O)([O-])O.[Na+].